This data is from Catalyst prediction with 721,799 reactions and 888 catalyst types from USPTO. The task is: Predict which catalyst facilitates the given reaction. Reactant: [C:1]([N:4]1[C:12]2[C:7](=[CH:8][C:9]([C:13](=[O:15])[CH3:14])=[CH:10][CH:11]=2)[C:6](=[C:16]([C:19]2[CH:24]=[CH:23][C:22]([N+:25]([O-:27])=[O:26])=[CH:21][CH:20]=2)OC)[C:5]1=[O:28])(=[O:3])[CH3:2].[NH2:29][CH:30]1[CH2:35][CH2:34][N:33]([CH3:36])[CH2:32][CH2:31]1. Product: [C:1]([N:4]1[C:12]2[C:7](=[CH:8][C:9]([C:13](=[O:15])[CH3:14])=[CH:10][CH:11]=2)[C:6](=[C:16]([C:19]2[CH:24]=[CH:23][C:22]([N+:25]([O-:27])=[O:26])=[CH:21][CH:20]=2)[NH:29][CH:30]2[CH2:35][CH2:34][N:33]([CH3:36])[CH2:32][CH2:31]2)[C:5]1=[O:28])(=[O:3])[CH3:2]. The catalyst class is: 9.